This data is from Full USPTO retrosynthesis dataset with 1.9M reactions from patents (1976-2016). The task is: Predict the reactants needed to synthesize the given product. (1) The reactants are: [OH-].[Na+].C(OC([N:8]1[CH2:13][CH2:12][C:11](=[C:14]([C:21]2[CH:26]=[CH:25][CH:24]=[CH:23][CH:22]=2)[C:15]2[CH:20]=[CH:19][CH:18]=[CH:17][CH:16]=2)[CH2:10][CH2:9]1)=O)C.C(=O)(O)N. Given the product [C:15]1([C:14]([C:21]2[CH:26]=[CH:25][CH:24]=[CH:23][CH:22]=2)=[C:11]2[CH2:10][CH2:9][NH:8][CH2:13][CH2:12]2)[CH:16]=[CH:17][CH:18]=[CH:19][CH:20]=1, predict the reactants needed to synthesize it. (2) Given the product [CH3:44][O:45][C:46]1[CH:51]=[CH:50][CH:49]=[CH:48][C:47]=1[C:52]1[N:57]=[CH:56][N:55]=[C:54]([NH:58][C:8]([CH:5]2[CH2:4][CH2:3][C:2](=[O:1])[NH:7][CH2:6]2)=[O:10])[CH:53]=1, predict the reactants needed to synthesize it. The reactants are: [O:1]=[C:2]1[NH:7][CH2:6][CH:5]([C:8]([OH:10])=O)[CH2:4][CH2:3]1.CN(C(ON1N=NC2C=CC=CC1=2)=[N+](C)C)C.F[P-](F)(F)(F)(F)F.CCN(C(C)C)C(C)C.[CH3:44][O:45][C:46]1[CH:51]=[CH:50][CH:49]=[CH:48][C:47]=1[C:52]1[N:57]=[CH:56][N:55]=[C:54]([NH2:58])[CH:53]=1. (3) Given the product [CH3:1][C:2]1[CH:10]=[CH:9][C:8]2[N:7](/[CH:35]=[C:36](/[C:38]3[CH:43]=[CH:42][N:41]=[CH:40][CH:39]=3)\[CH3:37])[C:6]3[CH2:11][CH2:12][N:13]([CH2:15][CH2:16][OH:17])[CH2:14][C:5]=3[C:4]=2[CH:3]=1, predict the reactants needed to synthesize it. The reactants are: [CH3:1][C:2]1[CH:10]=[CH:9][C:8]2[NH:7][C:6]3[CH2:11][CH2:12][N:13]([CH2:15][CH2:16][OH:17])[CH2:14][C:5]=3[C:4]=2[CH:3]=1.P([O-])([O-])([O-])=O.[K+].[K+].[K+].N1CCC[C@H]1C(O)=O.Br[CH:35]=[C:36]([C:38]1[CH:43]=[CH:42][N:41]=[CH:40][CH:39]=1)[CH3:37]. (4) Given the product [CH2:37]([O:36][C:34]([N:2]1[CH2:6][CH2:5][C@@H:4]([NH:7][C:8]([C:10]2[C:14]3[N:15]=[CH:16][N:17]=[C:18]([C:19]4[C:27]5[O:26][CH2:25][O:24][C:23]=5[CH:22]=[CH:21][C:20]=4[O:28][CH2:29][CH:30]4[CH2:32][CH2:31]4)[C:13]=3[NH:12][CH:11]=2)=[O:9])[CH2:3]1)=[O:35])[CH3:38], predict the reactants needed to synthesize it. The reactants are: Cl.[NH:2]1[CH2:6][CH2:5][C@@H:4]([NH:7][C:8]([C:10]2[C:14]3[N:15]=[CH:16][N:17]=[C:18]([C:19]4[C:27]5[O:26][CH2:25][O:24][C:23]=5[CH:22]=[CH:21][C:20]=4[O:28][CH2:29][CH:30]4[CH2:32][CH2:31]4)[C:13]=3[NH:12][CH:11]=2)=[O:9])[CH2:3]1.Cl[C:34]([O:36][CH2:37][CH3:38])=[O:35]. (5) Given the product [CH:1]1([C:4]2[C:9]([O:10][C:11]([F:14])([F:13])[CH3:12])=[CH:8][C:7]([B:15]3[O:19][C:18]([CH3:21])([CH3:20])[C:17]([CH3:23])([CH3:22])[O:16]3)=[CH:6][N:5]=2)[CH2:2][CH2:3]1, predict the reactants needed to synthesize it. The reactants are: [CH:1]1([C:4]2[C:9]([O:10][C:11]([F:14])([F:13])[CH3:12])=[CH:8][CH:7]=[CH:6][N:5]=2)[CH2:3][CH2:2]1.[B:15]1([B:15]2[O:19][C:18]([CH3:21])([CH3:20])[C:17]([CH3:23])([CH3:22])[O:16]2)[O:19][C:18]([CH3:21])([CH3:20])[C:17]([CH3:23])([CH3:22])[O:16]1. (6) Given the product [O:6]=[C:4]1[C:3]2[CH:7]=[CH:8][C:9]([C:11]([OH:13])=[O:12])=[CH:10][C:2]=2[NH:1][C:3]2[CH2:7][CH2:8][CH2:9][CH2:10][C:2]1=2, predict the reactants needed to synthesize it. The reactants are: [NH2:1][C:2]1[CH:10]=[C:9]([C:11]([OH:13])=[O:12])[CH:8]=[CH:7][C:3]=1[C:4]([OH:6])=O. (7) Given the product [C:23]([C:22]1[CH:25]=[C:18]([C:16]2[S:17][C:13]([C:8]3[CH:7]=[CH:6][CH:5]=[C:4]4[C:9]=3[CH2:10][CH2:11][CH2:12][C@H:3]4[NH:2][C:30](=[O:32])[CH3:31])=[N:14][N:15]=2)[CH:19]=[CH:20][C:21]=1[O:26][CH:27]([CH3:29])[CH3:28])#[N:24], predict the reactants needed to synthesize it. The reactants are: Cl.[NH2:2][C@@H:3]1[CH2:12][CH2:11][CH2:10][C:9]2[C:8]([C:13]3[S:17][C:16]([C:18]4[CH:19]=[CH:20][C:21]([O:26][CH:27]([CH3:29])[CH3:28])=[C:22]([CH:25]=4)[C:23]#[N:24])=[N:15][N:14]=3)=[CH:7][CH:6]=[CH:5][C:4]1=2.[C:30](Cl)(=[O:32])[CH3:31].CCN(CC)CC. (8) Given the product [N:21]1([C:17]2[CH:16]=[N:15][C:14]3[C:19]([N:18]=2)=[CH:20][C:11]([C:7]2[CH:6]=[C:5]([S:2]([NH2:1])(=[O:4])=[O:3])[CH:10]=[N:9][CH:8]=2)=[CH:12][CH:13]=3)[CH2:26][CH2:25][NH:24][CH2:23][CH2:22]1, predict the reactants needed to synthesize it. The reactants are: [NH2:1][S:2]([C:5]1[CH:6]=[C:7]([C:11]2[CH:20]=[C:19]3[C:14]([N:15]=[CH:16][C:17]([N:21]4[CH2:26][CH2:25][N:24](C(OC(C)(C)C)=O)[CH2:23][CH2:22]4)=[N:18]3)=[CH:13][CH:12]=2)[CH:8]=[N:9][CH:10]=1)(=[O:4])=[O:3].FC(F)(F)C(O)=O.